Dataset: Peptide-MHC class I binding affinity with 185,985 pairs from IEDB/IMGT. Task: Regression. Given a peptide amino acid sequence and an MHC pseudo amino acid sequence, predict their binding affinity value. This is MHC class I binding data. (1) The peptide sequence is EVPKFHLPV. The MHC is Mamu-A02 with pseudo-sequence Mamu-A02. The binding affinity (normalized) is 0.0564. (2) The peptide sequence is NGNFNFERV. The MHC is HLA-B51:01 with pseudo-sequence HLA-B51:01. The binding affinity (normalized) is 0.0847. (3) The peptide sequence is WAASAETPL. The MHC is HLA-A02:03 with pseudo-sequence HLA-A02:03. The binding affinity (normalized) is 0.0847. (4) The peptide sequence is LSVYGIYCTLY. The MHC is Mamu-B01 with pseudo-sequence Mamu-B01. The binding affinity (normalized) is 0.312. (5) The peptide sequence is NALLKHRFEII. The MHC is HLA-A68:02 with pseudo-sequence HLA-A68:02. The binding affinity (normalized) is 0.129.